This data is from Reaction yield outcomes from USPTO patents with 853,638 reactions. The task is: Predict the reaction yield, written as a fraction of the theoretical maximum amount of product (1.0 means a 100% yield; for example, 0.34 means a 34% yield). (1) The reactants are [C:1]([C:3]1[CH:4]=[C:5]([CH:10]=[CH:11][C:12]=1[OH:13])[C:6]([O:8][CH3:9])=[O:7])#[N:2].Br[CH:15]([CH3:17])[CH3:16].C(=O)([O-])[O-].[K+].[K+]. The catalyst is CN(C=O)C. The product is [C:1]([C:3]1[CH:4]=[C:5]([CH:10]=[CH:11][C:12]=1[O:13][CH:15]([CH3:17])[CH3:16])[C:6]([O:8][CH3:9])=[O:7])#[N:2]. The yield is 0.990. (2) The reactants are [O:1]([C:8]1[CH:9]=[C:10]([CH:12]=[CH:13][CH:14]=1)[NH2:11])[C:2]1[CH:7]=[CH:6][CH:5]=[CH:4][CH:3]=1.[F:15][C:16]([F:21])([F:20])[CH:17]1[O:19][CH2:18]1. No catalyst specified. The product is [O:1]([C:8]1[CH:9]=[C:10]([NH:11][CH2:18][CH:17]([OH:19])[C:16]([F:21])([F:20])[F:15])[CH:12]=[CH:13][CH:14]=1)[C:2]1[CH:3]=[CH:4][CH:5]=[CH:6][CH:7]=1. The yield is 0.710. (3) The reactants are [Cl:1][C:2]1[CH:7]=[CH:6][C:5]([C:8](=[O:16])[CH2:9][C:10]2[CH:15]=[CH:14][N:13]=[CH:12][CH:11]=2)=[CH:4][CH:3]=1.CO[CH:19](OC)[N:20]([CH3:22])[CH3:21]. No catalyst specified. The product is [CH3:19][N:20]([CH3:22])[CH:21]=[C:9]([C:10]1[CH:15]=[CH:14][N:13]=[CH:12][CH:11]=1)[C:8]([C:5]1[CH:6]=[CH:7][C:2]([Cl:1])=[CH:3][CH:4]=1)=[O:16]. The yield is 0.930.